This data is from hERG potassium channel inhibition data for cardiac toxicity prediction from Karim et al.. The task is: Regression/Classification. Given a drug SMILES string, predict its toxicity properties. Task type varies by dataset: regression for continuous values (e.g., LD50, hERG inhibition percentage) or binary classification for toxic/non-toxic outcomes (e.g., AMES mutagenicity, cardiotoxicity, hepatotoxicity). Dataset: herg_karim. (1) The compound is C(#Cc1cccc(C#Cc2ccccc2)c1)c1ccccc1. The result is 0 (non-blocker). (2) The compound is CCc1cccc(NC(=O)N2CCc3nc(-c4cnccc4C#N)nc(-c4ccccc4C)c3C2)c1. The result is 1 (blocker). (3) The molecule is COc1ccc(-n2cnc3c(-c4ccccc4C)csc3c2=O)cc1. The result is 1 (blocker). (4) The drug is COc1ccc([C@H]2CN(CCC3CCOCC3)C[C@@H]2CC(=O)Nc2cccc(Cl)c2)cc1. The result is 1 (blocker). (5) The drug is Nc1nc(N)c2nc(-c3cccc(O)c3)c(-c3cccc(O)c3)nc2n1. The result is 0 (non-blocker). (6) The result is 0 (non-blocker). The compound is O=C(O)[C@H](Cc1ccccc1F)N1CCC(CN2CCC(Oc3ccc(Cl)c(Cl)c3)CC2)CC1. (7) The drug is CS(=O)(=O)c1ccc(OCC(F)(F)F)c(C(=O)N2CCN(c3ccc(C#N)cc3F)CC2)c1. The result is 1 (blocker).